From a dataset of Full USPTO retrosynthesis dataset with 1.9M reactions from patents (1976-2016). Predict the reactants needed to synthesize the given product. (1) The reactants are: [C:1]([C:5]1[CH:35]=[CH:34][C:8]([NH:9][C:10]2[C:19]3[C:14](=[CH:15][CH:16]=[CH:17][CH:18]=3)[C:13]([CH2:20][C:21]3[CH:22]=[N:23][C:24]([O:32]C)=[C:25]([C:27]4[O:28][CH:29]=[CH:30][CH:31]=4)[CH:26]=3)=[N:12][N:11]=2)=[CH:7][CH:6]=1)([CH3:4])([CH3:3])[CH3:2].C(C1C=CC(NC2C3C(=CC=CC=3)C(CC3C=NC(OC)=C(Br)C=3)=NN=2)=CC=1)(C)(C)C.C([Sn](CCCC)(CCCC)C1OC=CC=1)CCC. Given the product [C:1]([C:5]1[CH:6]=[CH:7][C:8]([NH:9][C:10]2[C:19]3[C:14](=[CH:15][CH:16]=[CH:17][CH:18]=3)[C:13]([CH2:20][C:21]3[CH:22]=[N:23][C:24]([OH:32])=[C:25]([C:27]4[O:28][CH:29]=[CH:30][CH:31]=4)[CH:26]=3)=[N:12][N:11]=2)=[CH:34][CH:35]=1)([CH3:4])([CH3:2])[CH3:3], predict the reactants needed to synthesize it. (2) Given the product [CH:9]([C:8]1[CH:7]=[C:13]([F:12])[CH:20]=[CH:17][C:16]=1[N+:21]([O-:23])=[O:22])=[CH2:10], predict the reactants needed to synthesize it. The reactants are: [CH3:7][CH2:8][CH2:9][CH2:10]CC.[CH2:7]([Li])[CH2:8][CH2:9][CH3:10].[F:12][C:13]1C=C[C:16]([N+:21]([O-:23])=[O:22])=[C:17]([CH:20]=1)C=O.C(O)(=O)CC(CC(O)=O)(C(O)=O)O.C(OCC)(=O)C. (3) Given the product [ClH:40].[ClH:40].[NH2:1][CH2:2][CH2:3][CH2:4][NH:5][C:6](=[O:34])[C:7]1[CH:12]=[CH:11][C:10]([C:13]2[N:18]=[C:17]3[N:19]([CH2:22][C:23]4[CH:24]=[C:25]5[C:30](=[CH:31][CH:32]=4)[N:29]=[CH:28][CH:27]=[CH:26]5)[N:20]=[N:21][C:16]3=[CH:15][CH:14]=2)=[CH:9][C:8]=1[F:33], predict the reactants needed to synthesize it. The reactants are: [NH2:1][CH2:2][CH2:3][CH2:4][NH:5][C:6](=[O:34])[C:7]1[CH:12]=[CH:11][C:10]([C:13]2[N:18]=[C:17]3[N:19]([CH2:22][C:23]4[CH:24]=[C:25]5[C:30](=[CH:31][CH:32]=4)[N:29]=[CH:28][CH:27]=[CH:26]5)[N:20]=[N:21][C:16]3=[CH:15][CH:14]=2)=[CH:9][C:8]=1[F:33].CCOCC.[ClH:40]. (4) Given the product [CH2:21]([O:20][C:18](=[O:19])[C@H:17]([CH3:23])[NH:15][CH2:14][C:11]1[CH:10]=[CH:9][C:8]([O:1][C:2]2[CH:7]=[CH:6][CH:5]=[CH:4][CH:3]=2)=[CH:13][CH:12]=1)[CH3:22], predict the reactants needed to synthesize it. The reactants are: [O:1]([C:8]1[CH:13]=[CH:12][C:11]([CH2:14][NH2:15])=[CH:10][CH:9]=1)[C:2]1[CH:7]=[CH:6][CH:5]=[CH:4][CH:3]=1.Br[CH:17]([CH3:23])[C:18]([O:20][CH2:21][CH3:22])=[O:19]. (5) Given the product [CH3:1][C:2]1([CH3:20])[CH2:3][O:4][C:5]2([C:13]3[C:8](=[CH:9][CH:10]=[C:11]([N+:14]([O-:16])=[O:15])[CH:12]=3)[N:7]([CH2:24][C:25]([O:27][CH3:28])=[O:26])[C:6]2=[O:17])[O:18][CH2:19]1, predict the reactants needed to synthesize it. The reactants are: [CH3:1][C:2]1([CH3:20])[CH2:19][O:18][C:5]2([C:13]3[C:8](=[CH:9][CH:10]=[C:11]([N+:14]([O-:16])=[O:15])[CH:12]=3)[NH:7][C:6]2=[O:17])[O:4][CH2:3]1.[H-].[Na+].Br[CH2:24][C:25]([O:27][CH3:28])=[O:26]. (6) Given the product [C:12]([C:15]1[C:16]([C:21]([O:23][CH3:2])=[O:22])=[N:17][CH:18]=[CH:19][CH:20]=1)#[N:13], predict the reactants needed to synthesize it. The reactants are: N1C2C=NNC(=O)C=2C=C[CH:2]=1.[C:12]([C:15]1[C:16]([C:21]([OH:23])=[O:22])=[N:17][CH:18]=[CH:19][CH:20]=1)(=O)[NH2:13].CS(Cl)(=O)=O. (7) Given the product [N:17]1[CH:18]=[CH:19][N:20]=[CH:21][C:16]=1[NH:15][C:13]([N:7]1[C@@H:8]2[CH2:12][N:11]([CH2:10][CH2:9]2)[C:5]2[CH:4]=[CH:3][C:2]([C:25]3[NH:24][N:23]=[CH:27][CH:26]=3)=[N:22][C:6]1=2)=[O:14], predict the reactants needed to synthesize it. The reactants are: Cl[C:2]1[CH:3]=[CH:4][C:5]2[N:11]3[CH2:12][C@H:8]([CH2:9][CH2:10]3)[N:7]([C:13]([NH:15][C:16]3[CH:21]=[N:20][CH:19]=[CH:18][N:17]=3)=[O:14])[C:6]=2[N:22]=1.[NH:23]1[C:27](B(O)O)=[CH:26][CH:25]=[N:24]1.[O-]P([O-])([O-])=O.[K+].[K+].[K+].CC(C1C=C(C(C)C)C(C2C=CC=CC=2P(C2CCCCC2)C2CCCCC2)=C(C(C)C)C=1)C. (8) The reactants are: O.OS(O)(=O)=O.[Cl:7][C:8]1[CH:9]=[C:10]([C:14]2[N:15]=[N:16][N:17]([CH:19]([CH3:23])[CH2:20][CH2:21][OH:22])[N:18]=2)[CH:11]=[CH:12][CH:13]=1.CC([OH:27])C. Given the product [Cl:7][C:8]1[CH:9]=[C:10]([C:14]2[N:15]=[N:16][N:17]([CH:19]([CH3:23])[CH2:20][C:21]([OH:27])=[O:22])[N:18]=2)[CH:11]=[CH:12][CH:13]=1, predict the reactants needed to synthesize it. (9) The reactants are: [CH2:1]([P:3]([CH2:6][CH:7]([CH3:10])[CH2:8][OH:9])(=[O:5])[OH:4])[CH3:2].[O-]CCCC.[O-]CCCC.[O-]CCCC.[O-]CCCC.[Ti+4:31]. Given the product [Ti+4:31].[CH2:1]([P:3]([CH2:6][CH:7]([CH3:10])[CH2:8][OH:9])(=[O:4])[O-:5])[CH3:2].[CH2:1]([P:3]([CH2:6][CH:7]([CH3:10])[CH2:8][OH:9])(=[O:4])[O-:5])[CH3:2].[CH2:1]([P:3]([CH2:6][CH:7]([CH3:10])[CH2:8][OH:9])(=[O:4])[O-:5])[CH3:2].[CH2:1]([P:3]([CH2:6][CH:7]([CH3:10])[CH2:8][OH:9])(=[O:4])[O-:5])[CH3:2], predict the reactants needed to synthesize it. (10) Given the product [Br:1][C:2]1[N:3]=[CH:4][C:5]([CH2:8][C:10]#[N:11])=[CH:6][CH:7]=1, predict the reactants needed to synthesize it. The reactants are: [Br:1][C:2]1[CH:7]=[CH:6][C:5]([CH2:8]Br)=[CH:4][N:3]=1.[C-:10]#[N:11].[Na+].